Dataset: Catalyst prediction with 721,799 reactions and 888 catalyst types from USPTO. Task: Predict which catalyst facilitates the given reaction. (1) Reactant: [Cl:1][C:2]1[CH:7]=[CH:6][C:5]([Cl:8])=[CH:4][C:3]=1[S:9]([NH:12][C@H:13]1[CH2:17][N:16]([C:18](OC(C)(C)C)=O)[C@@H:15]([CH3:25])[CH2:14]1)(=[O:11])=[O:10].Cl.CC[N:29](C(C)C)C(C)C.BrC#N.C(O)C(N)(CO)CO. Product: [Cl:1][C:2]1[CH:7]=[CH:6][C:5]([Cl:8])=[CH:4][C:3]=1[S:9]([NH:12][C@@H:13]1[CH2:14][C@H:15]([CH3:25])[N:16]([C:18]#[N:29])[CH2:17]1)(=[O:11])=[O:10]. The catalyst class is: 258. (2) Reactant: [N+:1]([C:4]1[CH:9]=[CH:8][C:7]([C:10]2[S:11][CH:12]=[CH:13][CH:14]=2)=[CH:6][C:5]=1[NH:15][C:16](=[O:24])[O:17][CH2:18][CH:19]1[CH2:22][N:21]([CH3:23])[CH2:20]1)([O-])=O. Product: [NH2:1][C:4]1[CH:9]=[CH:8][C:7]([C:10]2[S:11][CH:12]=[CH:13][CH:14]=2)=[CH:6][C:5]=1[NH:15][C:16](=[O:24])[O:17][CH2:18][CH:19]1[CH2:22][N:21]([CH3:23])[CH2:20]1. The catalyst class is: 19. (3) Reactant: [C:1]([O:5][C:6]([NH:8][CH:9]([CH2:22][C:23]1[CH:28]=[CH:27][CH:26]=[CH:25][C:24]=1[F:29])[C:10](=[O:21])[CH2:11][C:12]1[N:20]=[CH:19][CH:18]=[CH:17][C:13]=1[C:14]([OH:16])=[O:15])=[O:7])([CH3:4])([CH3:3])[CH3:2].[BH4-].[Na+].O.OS([O-])(=O)=O.[Na+]. Product: [C:1]([O:5][C:6]([NH:8][CH:9]([CH2:22][C:23]1[CH:28]=[CH:27][CH:26]=[CH:25][C:24]=1[F:29])[CH:10]([OH:21])[CH2:11][C:12]1[N:20]=[CH:19][CH:18]=[CH:17][C:13]=1[C:14]([OH:16])=[O:15])=[O:7])([CH3:4])([CH3:2])[CH3:3]. The catalyst class is: 14. (4) Reactant: Cl.Cl.[NH2:3][C:4]1[CH:5]=[C:6]([CH:9]=[C:10]([NH:12][C:13]2[N:22]=[C:21]([N:23]3[CH2:27][CH2:26][C@H:25]([NH2:28])[CH2:24]3)[C:20]3[C:15](=[CH:16][CH:17]=[CH:18][CH:19]=3)[N:14]=2)[CH:11]=1)[C:7]#[N:8]. Product: [NH2:3][C:4]1[CH:5]=[C:6]([CH:9]=[C:10]([NH:12][C:13]2[N:22]=[C:21]([N:23]3[CH2:27][CH2:26][C@H:25]([NH2:28])[CH2:24]3)[C:20]3[C:15](=[CH:16][CH:17]=[CH:18][CH:19]=3)[N:14]=2)[CH:11]=1)[C:7]#[N:8]. The catalyst class is: 74. (5) Reactant: C(N(CC)C(C)(C)C(C1C=CC(SC)=CC=1)=O)C.[S:19]([O:24]C)([O:22][CH3:23])(=[O:21])=[O:20].[CH3:26][O:27][S:28]([O-:31])(=[O:30])=[O:29].[CH3:32][S+:33]([CH3:51])[C:34]1[CH:39]=[CH:38][C:37]([C:40](=[O:50])[C:41]([CH3:49])([NH+:43]2[CH2:48][CH2:47]O[CH2:45][CH2:44]2)[CH3:42])=[CH:36][CH:35]=1.COS([O-])(=O)=O. Product: [CH3:23][O:22][S:19]([O-:24])(=[O:21])=[O:20].[CH3:51][S+:33]([CH3:32])[C:34]1[CH:35]=[CH:36][C:37]([C:40](=[O:50])[C:41]([NH+:43]([CH2:48][CH3:47])[CH2:44][CH3:45])([CH3:49])[CH3:42])=[CH:38][CH:39]=1.[CH3:26][O:27][S:28]([O-:31])(=[O:30])=[O:29]. The catalyst class is: 6. (6) Product: [F:1][C:2]1[CH:3]=[C:4]([C:8]2[C:17]3[C:12](=[CH:13][C:14]([CH3:18])=[CH:15][CH:16]=3)[N:11]=[C:10]([C:24]#[N:25])[CH:9]=2)[CH:5]=[CH:6][CH:7]=1. The catalyst class is: 22. Reactant: [F:1][C:2]1[CH:3]=[C:4]([C:8]2[C:17]3[C:12](=[CH:13][C:14]([CH3:18])=[CH:15][CH:16]=3)[N+:11]([O-])=[CH:10][CH:9]=2)[CH:5]=[CH:6][CH:7]=1.C[Si]([C:24]#[N:25])(C)C.CN(C)C(Cl)=O.C([O-])(O)=O.[Na+]. (7) Reactant: [CH2:1]([N:8]1[CH2:13][CH:12]=[C:11]([N:14]2[CH2:18][CH2:17][CH2:16]C2)[CH2:10][CH2:9]1)[C:2]1[CH:7]=[CH:6][CH:5]=[CH:4][CH:3]=1.C(N)(=[O:22])C#C. Product: [CH2:1]([N:8]1[CH2:9][CH2:10][C:11]2[NH:14][C:18](=[O:22])[CH:17]=[CH:16][C:12]=2[CH2:13]1)[C:2]1[CH:3]=[CH:4][CH:5]=[CH:6][CH:7]=1. The catalyst class is: 11. (8) Reactant: N1([C:6]([O:8][CH2:9][C:10]2[C:11]([CH3:20])=[N:12][C:13]([C:16]([F:19])([F:18])[F:17])=[CH:14][CH:15]=2)=[O:7])C=CN=C1.[OH:21][C@H:22]1[CH2:26][N:25]([C:27]([C:29]2[CH:34]=[CH:33][CH:32]=[CH:31][CH:30]=2)=[O:28])[C@@H:24]2[CH2:35][CH2:36][NH:37][C@H:23]12. Product: [C:27]([N:25]1[C@H:24]2[C@H:23]([N:37]([C:6]([O:8][CH2:9][C:10]3[C:11]([CH3:20])=[N:12][C:13]([C:16]([F:18])([F:19])[F:17])=[CH:14][CH:15]=3)=[O:7])[CH2:36][CH2:35]2)[C@@H:22]([OH:21])[CH2:26]1)(=[O:28])[C:29]1[CH:34]=[CH:33][CH:32]=[CH:31][CH:30]=1. The catalyst class is: 4. (9) Reactant: Cl.Cl.COC(=O)[C@@H:6]([NH:23][C:24]([C@@H:26]1[CH2:35][C:34]2[CH:33]=[C:32]3[O:36][CH2:37][C@H:38]([C:40]4[CH:45]=[CH:44][C:43]([O:46][CH2:47][CH:48]5[CH2:53][CH2:52][CH2:51][CH2:50][CH2:49]5)=[CH:42][CH:41]=4)[O:39][C:31]3=[CH:30][C:29]=2[CH2:28][NH:27]1)=[O:25])[CH2:7][C:8]1[CH:13]=[CH:12][C:11]([O:14][C:15]2[CH:20]=[CH:19][N:18]=[C:17]([CH3:21])[C:16]=2[CH3:22])=[CH:10][CH:9]=1.Cl[C:56]([C:58]1[CH:59]=[C:60]([O:64]C(=O)C)[CH:61]=[CH:62][CH:63]=1)=[O:57].[C:68]([O-:71])(O)=[O:69].[Na+]. The catalyst class is: 25. Product: [CH:48]1([CH2:47][O:46][C:43]2[CH:42]=[CH:41][C:40]([C@H:38]3[CH2:37][O:36][C:32]4=[CH:33][C:34]5[CH2:35][C@@H:26]([C:24]([NH:23][C@@H:6]([CH2:7][C:8]6[CH:9]=[CH:10][C:11]([O:14][C:15]7[CH:20]=[CH:19][N:18]=[C:17]([CH3:21])[C:16]=7[CH3:22])=[CH:12][CH:13]=6)[C:68]([OH:71])=[O:69])=[O:25])[N:27]([C:56](=[O:57])[C:58]6[CH:63]=[CH:62][CH:61]=[C:60]([OH:64])[CH:59]=6)[CH2:28][C:29]=5[CH:30]=[C:31]4[O:39]3)=[CH:45][CH:44]=2)[CH2:53][CH2:52][CH2:51][CH2:50][CH2:49]1.